From a dataset of Full USPTO retrosynthesis dataset with 1.9M reactions from patents (1976-2016). Predict the reactants needed to synthesize the given product. (1) Given the product [C:33]([C:29]1[CH:28]=[C:27]([C:18]2[C:19]([N:21]([CH3:26])[S:22]([CH3:25])(=[O:23])=[O:24])=[CH:20][C:10]3[O:9][C:8]([C:5]4[CH:4]=[CH:3][C:2]([F:1])=[CH:7][CH:6]=4)=[C:12]([C:13]([NH:15][CH3:16])=[O:14])[C:11]=3[CH:17]=2)[CH:32]=[CH:31][CH:30]=1)#[CH:34], predict the reactants needed to synthesize it. The reactants are: [F:1][C:2]1[CH:7]=[CH:6][C:5]([C:8]2[O:9][C:10]3[CH:20]=[C:19]([N:21]([CH3:26])[S:22]([CH3:25])(=[O:24])=[O:23])[C:18]([C:27]4[CH:32]=[CH:31][CH:30]=[C:29]([C:33]#[C:34][Si](C)(C)C)[CH:28]=4)=[CH:17][C:11]=3[C:12]=2[C:13]([NH:15][CH3:16])=[O:14])=[CH:4][CH:3]=1.[F-].[K+]. (2) Given the product [F:36][C:33]1[CH:34]=[CH:35][C:30]([N:24]2[C:25]([C:26]([F:27])([F:29])[F:28])=[C:21]([C:19]([NH:18][C@@H:4]([CH2:5][C:6]3[CH:7]=[CH:8][C:9]([C:12]4[CH:13]=[CH:14][C:15]([C:59]([F:62])([F:61])[F:60])=[CH:16][CH:17]=4)=[CH:10][CH:11]=3)[C:3]([OH:2])=[O:37])=[O:20])[CH:22]=[N:23]2)=[CH:31][CH:32]=1, predict the reactants needed to synthesize it. The reactants are: C[O:2][C:3](=[O:37])[CH:4]([NH:18][C:19]([C:21]1[CH:22]=[N:23][N:24]([C:30]2[CH:35]=[CH:34][C:33]([F:36])=[CH:32][CH:31]=2)[C:25]=1[C:26]([F:29])([F:28])[F:27])=[O:20])[CH2:5][C:6]1[CH:11]=[CH:10][C:9]([C:12]2[CH:17]=[CH:16][CH:15]=[CH:14][CH:13]=2)=[CH:8][CH:7]=1.[Li+].[OH-].C1(C2C=CC=CC=2)C=CC(CC(NC(C2C=NN(C3C=CC(F)=CC=3)C=2[C:59]([F:62])([F:61])[F:60])=O)C(O)=O)=CC=1. (3) Given the product [Cl:1][C:2]1[CH:7]=[CH:6][C:5]([CH3:8])=[CH:4][C:3]=1[O:9][CH3:10], predict the reactants needed to synthesize it. The reactants are: [Cl:1][C:2]1[CH:7]=[CH:6][C:5]([CH3:8])=[CH:4][C:3]=1[OH:9].[CH3:10]OS(OC)(=O)=O.C([O-])([O-])=O.[K+].[K+]. (4) Given the product [OH:4][CH2:5][CH2:6][C:7]1[S:11][C:10]([S:12]([NH:15][C:16](=[O:17])[NH:18][C:19]2[CH:20]=[C:21]([C:29]([F:31])([F:32])[F:30])[CH:22]=[C:23]([CH2:25][OH:26])[N:24]=2)(=[O:14])=[O:13])=[CH:9][C:8]=1[CH3:33], predict the reactants needed to synthesize it. The reactants are: C([O:4][CH2:5][CH2:6][C:7]1[S:11][C:10]([S:12]([NH:15][C:16]([NH:18][C:19]2[N:24]=[C:23]([C:25](OC)=[O:26])[CH:22]=[C:21]([C:29]([F:32])([F:31])[F:30])[CH:20]=2)=[O:17])(=[O:14])=[O:13])=[CH:9][C:8]=1[CH3:33])(=O)C.[BH4-].[Li+].